Predict the product of the given reaction. From a dataset of Forward reaction prediction with 1.9M reactions from USPTO patents (1976-2016). (1) Given the reactants [ClH:1].[CH3:2][N:3]([CH3:23])[CH2:4][CH2:5][O:6][C:7]1[CH:8]=[C:9]2[C:13](=[CH:14][CH:15]=1)[CH2:12][N:11](C(OC(C)(C)C)=O)[CH2:10]2, predict the reaction product. The product is: [ClH:1].[CH2:12]1[C:13]2[C:9](=[CH:8][C:7]([O:6][CH2:5][CH2:4][N:3]([CH3:23])[CH3:2])=[CH:15][CH:14]=2)[CH2:10][NH:11]1. (2) The product is: [C:24]([O:27][CH2:28][C:29]([CH3:60])([CH3:59])[CH2:30][N:31]1[C:37]2[CH:38]=[CH:39][C:40]([Cl:42])=[CH:41][C:36]=2[C@@H:35]([C:43]2[CH:48]=[CH:47][CH:46]=[C:45]([O:49][CH3:50])[C:44]=2[O:51][CH3:52])[O:34][C@H:33]([CH2:53][C:54]2[NH:57][C:6](=[O:7])[O:56][N:55]=2)[C:32]1=[O:58])(=[O:26])[CH3:25]. Given the reactants C1N=CN([C:6](N2C=NC=C2)=[O:7])C=1.C1CCN2C(=NCCC2)CC1.[C:24]([O:27][CH2:28][C:29]([CH3:60])([CH3:59])[CH2:30][N:31]1[C:37]2[CH:38]=[CH:39][C:40]([Cl:42])=[CH:41][C:36]=2[C@@H:35]([C:43]2[CH:48]=[CH:47][CH:46]=[C:45]([O:49][CH3:50])[C:44]=2[O:51][CH3:52])[O:34][C@H:33]([CH2:53]/[C:54](/[NH2:57])=[N:55]/[OH:56])[C:32]1=[O:58])(=[O:26])[CH3:25], predict the reaction product. (3) The product is: [Br:14][CH:9]([C:4]1[CH:3]=[C:2]([Cl:1])[CH:7]=[C:6]([Cl:8])[CH:5]=1)[C:10]([O:12][CH3:13])=[O:11]. Given the reactants [Cl:1][C:2]1[CH:3]=[C:4]([CH2:9][C:10]([O:12][CH3:13])=[O:11])[CH:5]=[C:6]([Cl:8])[CH:7]=1.[Br:14]N1C(=O)CCC1=O.C(OOC(=O)C1C=CC=CC=1)(=O)C1C=CC=CC=1, predict the reaction product. (4) Given the reactants [NH2:1][C:2]1[CH:3]=[C:4]2[C:9](=[CH:10][CH:11]=1)[C:8](OS(C(F)(F)F)(=O)=O)=[CH:7][CH:6]=[CH:5]2.[C:20]1(B(O)O)[CH:25]=[CH:24][CH:23]=[CH:22][CH:21]=1.P([O-])([O-])([O-])=O.[K+].[K+].[K+].O1CCOCC1, predict the reaction product. The product is: [C:20]1([C:8]2[CH:7]=[CH:6][CH:5]=[C:4]3[C:9]=2[CH:10]=[CH:11][C:2]([NH2:1])=[CH:3]3)[CH:25]=[CH:24][CH:23]=[CH:22][CH:21]=1. (5) The product is: [Cl:1][C:2]1[CH:3]=[C:4]([C:9]2[CH2:10][CH:11]3[N:16]([CH3:17])[CH:14]([CH2:13][CH2:12]3)[CH:15]=2)[CH:5]=[CH:6][C:7]=1[Cl:8]. Given the reactants [Cl:1][C:2]1[CH:3]=[C:4]([C:9]2(O)[CH2:15][CH:14]3[N:16]([CH3:17])[CH:11]([CH2:12][CH2:13]3)[CH2:10]2)[CH:5]=[CH:6][C:7]=1[Cl:8].O=S(Cl)Cl.[OH-].[Na+], predict the reaction product. (6) Given the reactants P(O)([O-])([O-])=O.[Na+].[Na+].[Br:8][C:9]1[C:15]([C:16]([F:19])([F:18])[F:17])=[CH:14][C:12]([NH2:13])=[CH:11][C:10]=1[C:20]([F:23])([F:22])[F:21].[OH:24]OS([O-])=O.[K+].[OH-:30].[K+], predict the reaction product. The product is: [Br:8][C:9]1[C:15]([C:16]([F:18])([F:17])[F:19])=[CH:14][C:12]([N+:13]([O-:24])=[O:30])=[CH:11][C:10]=1[C:20]([F:21])([F:22])[F:23]. (7) Given the reactants [Li]CCCC.[CH:6]([C:9]1[CH:14]=[CH:13][C:12](Br)=[CH:11][CH:10]=1)([CH3:8])[CH3:7].[NH2:16][C:17]1[CH:24]=[C:23]([O:25][CH3:26])[C:22]([O:27][CH3:28])=[CH:21][C:18]=1[C:19]#N.[OH2:29], predict the reaction product. The product is: [NH2:16][C:17]1[CH:24]=[C:23]([O:25][CH3:26])[C:22]([O:27][CH3:28])=[CH:21][C:18]=1[C:19]([C:12]1[CH:13]=[CH:14][C:9]([CH:6]([CH3:8])[CH3:7])=[CH:10][CH:11]=1)=[O:29]. (8) Given the reactants [N:1]1[C:10]2[C:5](=[CH:6][CH:7]=[CH:8][CH:9]=2)[CH:4]=[CH:3][C:2]=1[CH2:11][O:12][C:13]1[CH:17]=[C:16]([CH2:18]O)[O:15][N:14]=1.S(Cl)([Cl:22])=O, predict the reaction product. The product is: [Cl:22][CH2:18][C:16]1[O:15][N:14]=[C:13]([O:12][CH2:11][C:2]2[CH:3]=[CH:4][C:5]3[C:10](=[CH:9][CH:8]=[CH:7][CH:6]=3)[N:1]=2)[CH:17]=1. (9) Given the reactants [OH:1][C:2]1[C:3]([C:12]([NH:14][NH2:15])=[O:13])=[CH:4][C:5]2[C:10]([CH:11]=1)=[CH:9][CH:8]=[CH:7][CH:6]=2.[N+:16]([C:19]1[O:23][C:22](/[CH:24]=[CH:25]/[CH:26]=O)=[CH:21][CH:20]=1)([O-:18])=[O:17], predict the reaction product. The product is: [OH:1][C:2]1[C:3]([C:12]([NH:14]/[N:15]=[CH:26]/[CH:25]=[CH:24]/[C:22]2[O:23][C:19]([N+:16]([O-:18])=[O:17])=[CH:20][CH:21]=2)=[O:13])=[CH:4][C:5]2[C:10]([CH:11]=1)=[CH:9][CH:8]=[CH:7][CH:6]=2.